Dataset: hERG potassium channel inhibition data for cardiac toxicity prediction from Karim et al.. Task: Regression/Classification. Given a drug SMILES string, predict its toxicity properties. Task type varies by dataset: regression for continuous values (e.g., LD50, hERG inhibition percentage) or binary classification for toxic/non-toxic outcomes (e.g., AMES mutagenicity, cardiotoxicity, hepatotoxicity). Dataset: herg_karim. (1) The result is 0 (non-blocker). The molecule is COc1ccc2ncc(F)c(CCC34CCC(NC(=O)c5ccc6c(n5)NC(=O)CO6)(CC3)CO4)c2n1. (2) The result is 0 (non-blocker). The molecule is N#Cc1ccc(S(=O)(=O)NCCN2CC3CN(CCCOc4c(F)cc(C#N)cc4F)CC(C2)O3)cc1. (3) The compound is CN(C)c1ccc(/C=C/c2c(F)cccc2Cl)cn1. The result is 0 (non-blocker). (4) The drug is CS(=O)(=O)c1ccc(OCCC2CC2C2CCN(c3ncc(Cl)cn3)CC2)nc1. The result is 0 (non-blocker). (5) The compound is Cc1ccc(OCCCc2cccc(CCCOc3ccc(C)cc3)[n+]2C)cc1. The result is 1 (blocker). (6) The compound is CC(CC(NC(=O)C1CCC1)c1ccccc1)N1CCC(n2cc(-c3ccccc3)[nH]c2=O)CC1. The result is 1 (blocker).